Dataset: Catalyst prediction with 721,799 reactions and 888 catalyst types from USPTO. Task: Predict which catalyst facilitates the given reaction. Reactant: [F:1][C:2]([F:41])([F:40])[C:3]([N:5]1[CH2:10][CH:9]=[C:8]([C:11]2[S:15][C:14]([C:16]3[CH:17]=[CH:18][C:19]4[CH2:26][CH:25]5[C:27]6([CH2:31][N:30]([CH2:32][C:33]([F:36])([F:35])[F:34])[S:29](=[O:38])(=[O:37])[NH:28]6)[CH:22]([CH2:23][CH2:24]5)[CH2:21][C:20]=4[CH:39]=3)=[N:13][CH:12]=2)[CH2:7][CH2:6]1)=[O:4].[H][H]. Product: [F:41][C:2]([F:1])([F:40])[C:3]([N:5]1[CH2:10][CH2:9][CH:8]([C:11]2[S:15][C:14]([C:16]3[CH:17]=[CH:18][C:19]4[CH2:26][CH:25]5[C:27]6([CH2:31][N:30]([CH2:32][C:33]([F:36])([F:35])[F:34])[S:29](=[O:37])(=[O:38])[NH:28]6)[CH:22]([CH2:23][CH2:24]5)[CH2:21][C:20]=4[CH:39]=3)=[N:13][CH:12]=2)[CH2:7][CH2:6]1)=[O:4]. The catalyst class is: 153.